Dataset: Full USPTO retrosynthesis dataset with 1.9M reactions from patents (1976-2016). Task: Predict the reactants needed to synthesize the given product. (1) Given the product [CH2:1]([NH:3][C:4]([NH:6][C:7]1[CH:8]=[CH:9][C:10]([C:13]2[N:14]=[C:15]([N:26]3[CH2:31][CH2:30][O:29][CH2:28][C@@H:27]3[CH3:32])[C:16]3[CH2:22][CH2:21][N:20]([CH2:23][CH3:24])[C@H:19]([CH3:25])[C:17]=3[N:18]=2)=[CH:11][CH:12]=1)=[O:5])[CH3:2], predict the reactants needed to synthesize it. The reactants are: [CH2:1]([NH:3][C:4]([NH:6][C:7]1[CH:12]=[CH:11][C:10]([C:13]2[N:14]=[C:15]([N:26]3[CH2:31][CH2:30][O:29][CH2:28][C@@H:27]3[CH3:32])[C:16]3[CH2:22][CH2:21][N:20]([CH2:23][CH3:24])[C@@H:19]([CH3:25])[C:17]=3[N:18]=2)=[CH:9][CH:8]=1)=[O:5])[CH3:2].C(NC(NC1C=CC(C2N=C(N3CCOC[C@@H]3C)C3CCNC(C)C=3N=2)=CC=1)=O)C.CN(C)C=O.C(=O)C.C(O[BH-](OC(=O)C)OC(=O)C)(=O)C.[Na+].C(O)(=O)C. (2) Given the product [CH:18]1([CH:12]2[C:11]3[C:10]4[CH2:21][CH2:22][NH:6][CH2:7][CH2:8][C:9]=4[CH:17]=[CH:16][C:15]=3[CH2:14][CH2:13]2)[CH2:19][CH2:20]1, predict the reactants needed to synthesize it. The reactants are: C(OC([N:6]1[CH2:22][CH2:21][C:10]2[C:11]3[CH:12]([CH:18]4[CH2:20][CH2:19]4)[CH2:13][CH2:14][C:15]=3[CH:16]=[CH:17][C:9]=2[CH2:8][CH2:7]1)=O)C.[Si](I)(C)(C)C. (3) Given the product [CH3:1][O:2][C:3]1[C:8]([CH2:9][CH:10]=[O:11])=[CH:7][CH:6]=[CH:5][N:4]=1, predict the reactants needed to synthesize it. The reactants are: [CH3:1][O:2][C:3]1[C:8]([CH2:9][CH2:10][OH:11])=[CH:7][CH:6]=[CH:5][N:4]=1.C(N(CC)CC)C.C(=O)(O)[O-].[Na+]. (4) Given the product [CH2:26]([N:15]([C:16]1[CH:17]=[CH:18][CH:19]=[CH:20][CH:21]=1)[S:12]([C:7]1[CH:8]=[CH:9][CH:10]=[CH:11][C:6]=1[N+:3]([O-:5])=[O:4])(=[O:14])=[O:13])[CH2:25][CH:24]=[CH2:23], predict the reactants needed to synthesize it. The reactants are: [OH-].[K+].[N+:3]([C:6]1[CH:11]=[CH:10][CH:9]=[CH:8][C:7]=1[S:12]([NH:15][C:16]1[CH:21]=[CH:20][CH:19]=[CH:18][CH:17]=1)(=[O:14])=[O:13])([O-:5])=[O:4].Br[CH2:23][CH2:24][CH:25]=[CH2:26]. (5) Given the product [F:1][C:2]1[CH:10]=[C:9]2[C:5]([CH:6]=[CH:7][NH:8]2)=[CH:4][C:3]=1[C:21]([O:23][CH2:24][CH3:25])=[O:22], predict the reactants needed to synthesize it. The reactants are: [F:1][C:2]1[CH:10]=[C:9]2[C:5]([CH:6]=[CH:7][N:8]2[Si](C(C)C)(C(C)C)C(C)C)=[CH:4][C:3]=1[C:21]([O:23][CH2:24][CH3:25])=[O:22].CCCC[N+](CCCC)(CCCC)CCCC.[F-].O.C(OCC)(=O)C. (6) Given the product [CH3:11][CH:10]([NH:12][C:13](=[O:15])[CH3:14])[CH2:9][CH2:8][C:5]1[CH:4]=[CH:3][C:2]([O:1][C:17]2[CH:22]=[CH:21][C:20]([O:23][CH:24]3[CH2:28][CH2:27][O:26][CH2:25]3)=[CH:19][N:18]=2)=[CH:7][CH:6]=1, predict the reactants needed to synthesize it. The reactants are: [OH:1][C:2]1[CH:7]=[CH:6][C:5]([CH2:8][CH2:9][CH:10]([NH:12][C:13](=[O:15])[CH3:14])[CH3:11])=[CH:4][CH:3]=1.Cl[C:17]1[CH:22]=[CH:21][C:20]([O:23][CH:24]2[CH2:28][CH2:27][O:26][CH2:25]2)=[CH:19][N:18]=1. (7) The reactants are: N1[C:6]([C:7](OCC)=O)=[N:5][C:4]([C:12]([O:14][CH2:15][CH3:16])=[O:13])=[N:3][C:2]=1[C:17]([O:19][CH2:20][CH3:21])=[O:18].[Cl-].[NH2:23]C(=[NH2+])C. Given the product [CH2:15]([O:14][C:12]([C:4]1[N:3]=[C:2]([C:17]([O:19][CH2:20][CH3:21])=[O:18])[C:7]([NH2:23])=[CH:6][N:5]=1)=[O:13])[CH3:16], predict the reactants needed to synthesize it. (8) Given the product [CH3:30][N:31]([CH3:33])/[CH:32]=[CH:2]/[C:1]([C:4]1[CH:9]=[CH:8][C:7]([N:10]2[CH2:15][C@@H:14]3[CH2:16][C@H:11]2[CH2:12][N:13]3[C:17]([O:19][C:20]([CH3:23])([CH3:22])[CH3:21])=[O:18])=[CH:6][C:5]=1[F:24])=[O:3], predict the reactants needed to synthesize it. The reactants are: [C:1]([C:4]1[CH:9]=[CH:8][C:7]([N:10]2[CH2:15][C@@H:14]3[CH2:16][C@H:11]2[CH2:12][N:13]3[C:17]([O:19][C:20]([CH3:23])([CH3:22])[CH3:21])=[O:18])=[CH:6][C:5]=1[F:24])(=[O:3])[CH3:2].C(O[CH:30](N(C)C)[N:31]([CH3:33])[CH3:32])(C)(C)C.